From a dataset of Reaction yield outcomes from USPTO patents with 853,638 reactions. Predict the reaction yield, written as a fraction of the theoretical maximum amount of product (1.0 means a 100% yield; for example, 0.34 means a 34% yield). (1) The reactants are [Cl:1][C:2]1[CH:3]=[C:4]([C:8](=[N:16]O)[CH2:9][C:10]2[CH:15]=[CH:14][N:13]=[CH:12][N:11]=2)[CH:5]=[CH:6][CH:7]=1.FC(F)(F)C(OC(=O)C(F)(F)F)=O.C(N(CC)CC)C. The catalyst is COCCOC.[Fe](Cl)Cl. The product is [Cl:1][C:2]1[CH:3]=[C:4]([C:8]2[CH:9]=[C:10]3[N:11]([CH:12]=[N:13][CH:14]=[CH:15]3)[N:16]=2)[CH:5]=[CH:6][CH:7]=1. The yield is 0.690. (2) The reactants are [C:1](OC(=O)C)(=[O:3])[CH3:2].[NH2:8][C:9]1[N:14]2[C:15]3[N:21]=[CH:20][CH:19]=[C:18]([O:22][CH3:23])[C:16]=3[CH:17]=[C:13]2[CH:12]=[CH:11][N:10]=1. The catalyst is C1COCC1. The product is [C:1]([NH:8][C:9]1[N:14]2[C:15]3[N:21]=[CH:20][CH:19]=[C:18]([O:22][CH3:23])[C:16]=3[CH:17]=[C:13]2[CH:12]=[CH:11][N:10]=1)(=[O:3])[CH3:2]. The yield is 0.950. (3) The reactants are [Cl:1][C:2]1[CH:3]=[C:4]([N:10]2[C@@H:18]([CH:19]3[CH2:23][CH2:22][CH2:21][CH2:20]3)[C@@H:17]3[C:12]([C:13]4[CH:27]=[CH:26][C:25]([C:28]([OH:30])=O)=[CH:24][C:14]=4[CH2:15][CH2:16]3)=[N:11]2)[CH:5]=[CH:6][C:7]=1[C:8]#[N:9].ON1C2C=CC=CC=2N=N1.C(N(CC)CC)C.F[B-](F)(F)F.N1(OC(N(C)C)=[N+](C)C)C2C=CC=CC=2N=N1.[CH2:70]([CH2:72][NH2:73])[OH:71]. The catalyst is CN(C)C=O.C(#N)C.O. The product is [Cl:1][C:2]1[CH:3]=[C:4]([N:10]2[C@@H:18]([CH:19]3[CH2:23][CH2:22][CH2:21][CH2:20]3)[C@@H:17]3[C:12]([C:13]4[CH:27]=[CH:26][C:25]([C:28]([NH:73][CH2:72][CH2:70][OH:71])=[O:30])=[CH:24][C:14]=4[CH2:15][CH2:16]3)=[N:11]2)[CH:5]=[CH:6][C:7]=1[C:8]#[N:9]. The yield is 0.330. (4) The reactants are [Br:1][C:2]1[CH:15]=[CH:14][C:5](/[CH:6]=[N:7]/[S@@:8]([C:10]([CH3:13])([CH3:12])[CH3:11])=[O:9])=[CH:4][CH:3]=1.[Li][C:17]1[CH:18]=[CH:19][CH:20]=[CH:21][CH:22]=1. The catalyst is C1COCC1. The product is [Br:1][C:2]1[CH:15]=[CH:14][C:5]([C@@H:6]([C:17]2[CH:18]=[CH:19][CH:20]=[CH:21][CH:22]=2)[NH:7][S@@:8]([C:10]([CH3:11])([CH3:12])[CH3:13])=[O:9])=[CH:4][CH:3]=1. The yield is 0.630. (5) The reactants are Cl[C:2]1[N:7]=[CH:6][N:5]=[C:4]([NH:8][C:9]2[CH:10]=[C:11]([NH:15]C(=O)OC(C)(C)C)[CH:12]=[CH:13][CH:14]=2)[CH:3]=1.[O:23]([C:30]1[CH:36]=[CH:35][C:33]([NH2:34])=[CH:32][CH:31]=1)[C:24]1[CH:29]=[CH:28][CH:27]=[CH:26][CH:25]=1.Cl. The catalyst is C(O)CCC. The product is [NH2:15][C:11]1[CH:10]=[C:9]([NH:8][C:4]2[CH:3]=[C:2]([NH:34][C:33]3[CH:32]=[CH:31][C:30]([O:23][C:24]4[CH:29]=[CH:28][CH:27]=[CH:26][CH:25]=4)=[CH:36][CH:35]=3)[N:7]=[CH:6][N:5]=2)[CH:14]=[CH:13][CH:12]=1. The yield is 0.378. (6) The reactants are C([O:3][C:4](=[O:16])[C:5]1[CH:10]=[CH:9][CH:8]=[C:7]([N:11]([CH2:13][CH:14]=[CH2:15])[CH3:12])[CH:6]=1)C.[OH-].[Li+].Cl. The catalyst is CN(C=O)C.CCOC(C)=O. The product is [CH2:13]([N:11]([CH3:12])[C:7]1[CH:6]=[C:5]([CH:10]=[CH:9][CH:8]=1)[C:4]([OH:16])=[O:3])[CH:14]=[CH2:15]. The yield is 0.810.